From a dataset of Forward reaction prediction with 1.9M reactions from USPTO patents (1976-2016). Predict the product of the given reaction. (1) The product is: [CH2:34]([O:36][C:37](=[O:46])[CH2:38][CH:39]1[N:44]=[CH:43][CH:42]=[CH:41][N:40]1[CH:27]1[CH2:11][CH2:12][C:13]2[C:18](=[CH:17][C:16]([O:19][CH3:20])=[C:15]([O:21][CH3:22])[CH:14]=2)[CH:9]1[CH2:8][C:7]1[CH:6]=[CH:5][C:4]([O:3][CH3:2])=[C:24]([O:25][CH3:26])[CH:23]=1)[CH3:35]. Given the reactants Cl.[CH3:2][O:3][C:4]1[C:24]([O:25][CH3:26])=[CH:23][C:7]([CH2:8][CH:9]2[C:18]3[C:13](=[CH:14][C:15]([O:21][CH3:22])=[C:16]([O:19][CH3:20])[CH:17]=3)[CH2:12][CH2:11]N2)=[CH:6][CH:5]=1.[CH2:27](N(CC)CC)C.[CH2:34]([O:36][C:37](=[O:46])[CH2:38][C:39]1[N:44]=[C:43](Br)[CH:42]=[CH:41][N:40]=1)[CH3:35], predict the reaction product. (2) Given the reactants [NH2:1][C:2]1[CH:3]=[N:4][CH:5]=[CH:6][C:7]=1[N:8]1[CH2:13][C@H:12]([CH3:14])[C@@H:11]([O:15][Si:16]([C:19]([CH3:22])([CH3:21])[CH3:20])([CH3:18])[CH3:17])[C@H:10]([NH:23][C:24](=[O:30])[O:25][C:26]([CH3:29])([CH3:28])[CH3:27])[CH2:9]1.[CH2:31]([C:34]1[S:42][C:41]2[C:36](=[N:37][C:38]([C:43](O)=[O:44])=[CH:39][CH:40]=2)[CH:35]=1)[CH2:32][CH3:33].CCN(C(C)C)C(C)C.CN(C(ON1N=NC2C=CC=NC1=2)=[N+](C)C)C.F[P-](F)(F)(F)(F)F, predict the reaction product. The product is: [Si:16]([O:15][C@@H:11]1[C@@H:12]([CH3:14])[CH2:13][N:8]([C:7]2[CH:6]=[CH:5][N:4]=[CH:3][C:2]=2[NH:1][C:43]([C:38]2[N:37]=[C:36]3[CH:35]=[C:34]([CH2:31][CH2:32][CH3:33])[S:42][C:41]3=[CH:40][CH:39]=2)=[O:44])[CH2:9][C@H:10]1[NH:23][C:24](=[O:30])[O:25][C:26]([CH3:29])([CH3:28])[CH3:27])([C:19]([CH3:22])([CH3:21])[CH3:20])([CH3:18])[CH3:17]. (3) Given the reactants [C:1]1([C:7]2[O:11][N:10]=[C:9]([C:12]3[O:16][N:15]=[C:14]4[C:17]5[C:22]([CH2:23][CH2:24][C:13]=34)=[CH:21][C:20]([CH:25]([OH:27])[CH3:26])=[CH:19][CH:18]=5)[C:8]=2[C:28]([F:31])([F:30])[F:29])[CH:6]=[CH:5][CH:4]=[CH:3][CH:2]=1.CC(OI1(OC(C)=O)(OC(C)=O)OC(=O)C2C=CC=CC1=2)=O.S([O-])([O-])(=O)=S.[Na+].[Na+].C(=O)(O)[O-], predict the reaction product. The product is: [C:1]1([C:7]2[O:11][N:10]=[C:9]([C:12]3[O:16][N:15]=[C:14]4[C:17]5[C:22]([CH2:23][CH2:24][C:13]=34)=[CH:21][C:20]([C:25](=[O:27])[CH3:26])=[CH:19][CH:18]=5)[C:8]=2[C:28]([F:29])([F:30])[F:31])[CH:2]=[CH:3][CH:4]=[CH:5][CH:6]=1. (4) Given the reactants [CH3:1][N:2]1[CH2:7][CH2:6][N:5]([C:8]2[C:16]3[C:11](=[CH:12][CH:13]=[C:14]([C:17]([O-:19])=O)[CH:15]=3)[NH:10][N:9]=2)[CH2:4][CH2:3]1.[Li+].C(Cl)CCl.C1C=CC2N(O)N=NC=2C=1.CCN(CC)CC.[CH2:42]([O:49][C:50]1[CH:56]=[CH:55][C:53]([NH2:54])=[CH:52][CH:51]=1)[C:43]1[CH:48]=[CH:47][CH:46]=[CH:45][CH:44]=1.Cl, predict the reaction product. The product is: [CH2:42]([O:49][C:50]1[CH:51]=[CH:52][C:53]([NH:54][C:17]([C:14]2[CH:15]=[C:16]3[C:11](=[CH:12][CH:13]=2)[NH:10][N:9]=[C:8]3[N:5]2[CH2:4][CH2:3][N:2]([CH3:1])[CH2:7][CH2:6]2)=[O:19])=[CH:55][CH:56]=1)[C:43]1[CH:44]=[CH:45][CH:46]=[CH:47][CH:48]=1. (5) Given the reactants Br[C:2]1[CH:3]=[C:4]([C:8]2[C:17]3[C:12](=[C:13]4[CH:21]=[CH:20][CH:19]=[CH:18][C:14]4=[CH:15][CH:16]=3)[NH:11][C:10](=[O:22])[N:9]=2)[CH:5]=[CH:6][CH:7]=1.O1CCOCC1.CC(C)([O-])C.[Na+].C(=[NH:48])(C1C=CC=CC=1)C1C=CC=CC=1.C1(P(C2C=CC=CC=2)C2C=CC3C(=CC=CC=3)C=2C2C3C(=CC=CC=3)C=CC=2P(C2C=CC=CC=2)C2C=CC=CC=2)C=CC=CC=1, predict the reaction product. The product is: [NH2:48][C:2]1[CH:3]=[C:4]([C:8]2[C:17]3[C:12](=[C:13]4[CH:21]=[CH:20][CH:19]=[CH:18][C:14]4=[CH:15][CH:16]=3)[NH:11][C:10](=[O:22])[N:9]=2)[CH:5]=[CH:6][CH:7]=1. (6) Given the reactants [N:1]([CH:4]([C:8]1[N:9]([CH2:19][C:20]2[CH:25]=[CH:24][CH:23]=[C:22]([F:26])[CH:21]=2)[C:10](=[O:18])[C:11]2[C:16]([CH3:17])=[N:15][O:14][C:12]=2[N:13]=1)[CH:5]([CH3:7])[CH3:6])=[N+]=[N-].C1(P(C2C=CC=CC=2)C2C=CC=CC=2)C=CC=CC=1.O, predict the reaction product. The product is: [NH2:1][CH:4]([C:8]1[N:9]([CH2:19][C:20]2[CH:25]=[CH:24][CH:23]=[C:22]([F:26])[CH:21]=2)[C:10](=[O:18])[C:11]2[C:16]([CH3:17])=[N:15][O:14][C:12]=2[N:13]=1)[CH:5]([CH3:7])[CH3:6]. (7) Given the reactants [CH2:1]([N:7]1[C:11](=[O:12])[NH:10][N:9]=[C:8]1[CH2:13][O:14]C(C1C=CC=CC=1)(C1C=CC=CC=1)C1C=CC=CC=1)[CH2:2][CH2:3][CH2:4][CH2:5][CH3:6].C[CH:35](Br)[C:36]1[CH:41]=[CH:40][CH:39]=[CH:38][CH:37]=1.[C:43](=O)([O-])[O-].[K+].[K+].C(O)(C(F)(F)F)=O, predict the reaction product. The product is: [CH2:1]([N:7]1[C:11](=[O:12])[N:10]([CH2:43][C:39]2[CH:38]=[CH:37][C:36]([CH3:35])=[CH:41][CH:40]=2)[N:9]=[C:8]1[CH2:13][OH:14])[CH2:2][CH2:3][CH2:4][CH2:5][CH3:6].